This data is from Full USPTO retrosynthesis dataset with 1.9M reactions from patents (1976-2016). The task is: Predict the reactants needed to synthesize the given product. (1) The reactants are: [Br:1][C:2]1[CH:3]=[C:4]2[C:8](=[CH:9][CH:10]=1)[N:7]([S:11]([C:14]1[C:23]3[C:18](=[CH:19][CH:20]=[CH:21][CH:22]=3)[C:17]([O:24][CH3:25])=[C:16]([N:26]3[CH2:31][CH2:30][NH:29][CH2:28][CH2:27]3)[CH:15]=1)(=[O:13])=[O:12])[CH:6]=[C:5]2[CH:32]([F:34])[F:33].[C:35]([BH3-])#N.[Na+].C=O. Given the product [Br:1][C:2]1[CH:3]=[C:4]2[C:8](=[CH:9][CH:10]=1)[N:7]([S:11]([C:14]1[C:23]3[C:18](=[CH:19][CH:20]=[CH:21][CH:22]=3)[C:17]([O:24][CH3:25])=[C:16]([N:26]3[CH2:31][CH2:30][N:29]([CH3:35])[CH2:28][CH2:27]3)[CH:15]=1)(=[O:13])=[O:12])[CH:6]=[C:5]2[CH:32]([F:33])[F:34], predict the reactants needed to synthesize it. (2) Given the product [CH2:15]([CH:12]([CH2:13][CH3:14])[C:11]([N:7]1[CH2:8][CH2:9][CH2:10][C@H:6]1[C:4]([OH:5])=[O:3])=[O:17])[CH3:16], predict the reactants needed to synthesize it. The reactants are: C([O:3][C:4]([C@@H:6]1[CH2:10][CH2:9][CH2:8][N:7]1[C:11](=[O:17])[CH:12]([CH2:15][CH3:16])[CH2:13][CH3:14])=[O:5])C.[OH-].[Na+].Cl.